Dataset: hERG potassium channel inhibition data for cardiac toxicity prediction from Karim et al.. Task: Regression/Classification. Given a drug SMILES string, predict its toxicity properties. Task type varies by dataset: regression for continuous values (e.g., LD50, hERG inhibition percentage) or binary classification for toxic/non-toxic outcomes (e.g., AMES mutagenicity, cardiotoxicity, hepatotoxicity). Dataset: herg_karim. The drug is CCOC(=O)C1=C(CN2CCOCC2C(=O)O)NC(c2nccs2)=NC1c1ccc(F)cc1Br. The result is 0 (non-blocker).